Dataset: Catalyst prediction with 721,799 reactions and 888 catalyst types from USPTO. Task: Predict which catalyst facilitates the given reaction. (1) Reactant: [CH3:1][N:2]1[C:6]([CH3:7])=[C:5]([N:8]2[C:12](=[O:13])[NH:11][N:10]=[N:9]2)[CH:4]=[N:3]1.[C:14](=O)([O-])[O-].[K+].[K+].S(OC)(OC)(=O)=O.C(=O)(O)[O-].[Na+]. Product: [CH3:1][N:2]1[C:6]([CH3:7])=[C:5]([N:8]2[C:12](=[O:13])[N:11]([CH3:14])[N:10]=[N:9]2)[CH:4]=[N:3]1. The catalyst class is: 9. (2) The catalyst class is: 7. Product: [CH2:1]1[C:9]2[C:4](=[CH:5][CH:6]=[CH:7][CH:8]=2)[C:3]([CH2:17][C:18]2[N:19]([CH3:23])[CH:20]=[CH:21][N:22]=2)=[CH:2]1. Reactant: [CH2:1]1[C:9]2[C:4](=[CH:5][CH:6]=[CH:7][CH:8]=2)[CH:3]=[CH:2]1.C([Li])CCC.Cl.Cl[CH2:17][C:18]1[N:19]([CH3:23])[CH:20]=[CH:21][N:22]=1.Cl.